The task is: Regression. Given two drug SMILES strings and cell line genomic features, predict the synergy score measuring deviation from expected non-interaction effect.. This data is from Merck oncology drug combination screen with 23,052 pairs across 39 cell lines. (1) Drug 1: O=c1[nH]cc(F)c(=O)[nH]1. Drug 2: O=C(CCCCCCC(=O)Nc1ccccc1)NO. Cell line: OCUBM. Synergy scores: synergy=-7.80. (2) Drug 1: O=S1(=O)NC2(CN1CC(F)(F)F)C1CCC2Cc2cc(C=CCN3CCC(C(F)(F)F)CC3)ccc2C1. Drug 2: Cn1cc(-c2cnn3c(N)c(Br)c(C4CCCNC4)nc23)cn1. Cell line: LNCAP. Synergy scores: synergy=-1.29. (3) Drug 1: Nc1ccn(C2OC(CO)C(O)C2(F)F)c(=O)n1. Drug 2: CNC(=O)c1cc(Oc2ccc(NC(=O)Nc3ccc(Cl)c(C(F)(F)F)c3)cc2)ccn1. Cell line: MDAMB436. Synergy scores: synergy=-5.91. (4) Drug 1: O=P1(N(CCCl)CCCl)NCCCO1. Drug 2: COC1=C2CC(C)CC(OC)C(O)C(C)C=C(C)C(OC(N)=O)C(OC)C=CC=C(C)C(=O)NC(=CC1=O)C2=O. Cell line: MSTO. Synergy scores: synergy=-19.5. (5) Drug 2: O=C(O)C1(Cc2cccc(Nc3nccs3)n2)CCC(Oc2cccc(Cl)c2F)CC1. Synergy scores: synergy=3.36. Cell line: OCUBM. Drug 1: C=CCn1c(=O)c2cnc(Nc3ccc(N4CCN(C)CC4)cc3)nc2n1-c1cccc(C(C)(C)O)n1.